From a dataset of Reaction yield outcomes from USPTO patents with 853,638 reactions. Predict the reaction yield, written as a fraction of the theoretical maximum amount of product (1.0 means a 100% yield; for example, 0.34 means a 34% yield). (1) The reactants are [Br:1][C:2]1[CH:7]=[CH:6][C:5]([NH:8][C:9]2[C:10]([CH:20]([OH:26])[CH2:21][O:22][CH2:23][O:24][CH3:25])=[CH:11][C:12]3[N:16]([CH3:17])[CH:15]=[N:14][C:13]=3[C:18]=2[F:19])=[C:4]([Cl:27])[CH:3]=1.CC(OI1(OC(C)=O)(OC(C)=O)OC(=O)C2C=CC=CC1=2)=O.C([O-])(O)=O.[Na+].O.O.O.O.O.S([O-])([O-])(=O)=S.[Na+].[Na+]. The catalyst is C(Cl)Cl.CCOCC.CCOC(C)=O. The product is [Br:1][C:2]1[CH:7]=[CH:6][C:5]([NH:8][C:9]2[C:10]([C:20](=[O:26])[CH2:21][O:22][CH2:23][O:24][CH3:25])=[CH:11][C:12]3[N:16]([CH3:17])[CH:15]=[N:14][C:13]=3[C:18]=2[F:19])=[C:4]([Cl:27])[CH:3]=1. The yield is 0.710. (2) The reactants are [OH:1][CH:2]1[CH2:7][CH2:6][CH:5]([C:8]([OH:10])=O)[CH2:4][CH2:3]1.Cl.[CH3:12][NH:13][O:14][CH3:15].Cl.CN(C)CCCN=C=NCC.ON1C2C=CC=CC=2N=N1.C(N(CC)C(C)C)(C)C. The catalyst is ClCCl.O. The product is [OH:1][CH:2]1[CH2:3][CH2:4][CH:5]([C:8]([N:13]([O:14][CH3:15])[CH3:12])=[O:10])[CH2:6][CH2:7]1. The yield is 0.700. (3) The reactants are [CH2:1]([C:8]1[C:9]2[CH2:30][NH:29][CH2:28][CH2:27][C:10]=2[N:11]=[C:12]([NH:14][C:15]2[CH:20]=[CH:19][C:18]([N:21]3[CH:25]=[CH:24][N:23]=[C:22]3[CH3:26])=[CH:17][CH:16]=2)[N:13]=1)[C:2]1[CH:7]=[CH:6][CH:5]=[CH:4][CH:3]=1.[C:31](O)(=[O:33])[CH3:32].C(O)C=O.C([BH3-])#N.[Na+]. The catalyst is CO. The product is [CH2:1]([C:8]1[C:9]2[CH2:30][N:29]([CH2:32][CH2:31][OH:33])[CH2:28][CH2:27][C:10]=2[N:11]=[C:12]([NH:14][C:15]2[CH:16]=[CH:17][C:18]([N:21]3[CH:25]=[CH:24][N:23]=[C:22]3[CH3:26])=[CH:19][CH:20]=2)[N:13]=1)[C:2]1[CH:3]=[CH:4][CH:5]=[CH:6][CH:7]=1. The yield is 0.197. (4) The reactants are C[O:2][C:3](=[O:37])[CH:4]([NH:8][S:9]([C:12]1[CH:17]=[CH:16][C:15]([C:18]2[CH:23]=[CH:22][C:21]([CH2:24][O:25][C:26]3[C:35]([CH3:36])=[CH:34][C:33]4[C:28](=[CH:29][CH:30]=[CH:31][CH:32]=4)[N:27]=3)=[CH:20][CH:19]=2)=[CH:14][CH:13]=1)(=[O:11])=[O:10])[CH:5]([CH3:7])[CH3:6].CO.[OH-].[Na+]. The catalyst is C1COCC1. The product is [CH3:6][CH:5]([CH3:7])[CH:4]([NH:8][S:9]([C:12]1[CH:17]=[CH:16][C:15]([C:18]2[CH:23]=[CH:22][C:21]([CH2:24][O:25][C:26]3[C:35]([CH3:36])=[CH:34][C:33]4[C:28](=[CH:29][CH:30]=[CH:31][CH:32]=4)[N:27]=3)=[CH:20][CH:19]=2)=[CH:14][CH:13]=1)(=[O:10])=[O:11])[C:3]([OH:37])=[O:2]. The yield is 0.763.